Dataset: Peptide-MHC class II binding affinity with 134,281 pairs from IEDB. Task: Regression. Given a peptide amino acid sequence and an MHC pseudo amino acid sequence, predict their binding affinity value. This is MHC class II binding data. The peptide sequence is LNCNINNVVRIKVPF. The MHC is DRB1_0405 with pseudo-sequence DRB1_0405. The binding affinity (normalized) is 0.311.